This data is from Forward reaction prediction with 1.9M reactions from USPTO patents (1976-2016). The task is: Predict the product of the given reaction. (1) Given the reactants [C:1]([NH:4][C:5]1[CH:11]=[CH:10][C:8](N)=[CH:7][CH:6]=1)(=[O:3])[CH3:2].CC[N:14]([CH2:17]C)CC.C(=S)=[S:20].ClC(OCC)=O, predict the reaction product. The product is: [C:1]([NH:4][C:5]1[CH:11]=[CH:10][C:8]([S:20][C:17]#[N:14])=[CH:7][CH:6]=1)(=[O:3])[CH3:2]. (2) Given the reactants [Cl:1][C:2]1[CH:7]=[C:6]([N:8]2[CH2:13][CH2:12][O:11][CH2:10][CH2:9]2)[CH:5]=[CH:4][C:3]=1[S:14]([C@H:17]1[CH2:21][N:20]([C:22]([C:24]2([C:27]3[CH:32]=[CH:31][C:30]([Cl:33])=[CH:29][CH:28]=3)[CH2:26][CH2:25]2)=[O:23])[C@H:19]([C:34](O)=[O:35])[CH2:18]1)(=[O:16])=[O:15].[CH:37]1([NH:40][C:41](=[O:49])[C:42](=[O:48])[C@@H:43]([NH2:47])[CH2:44][CH2:45][CH3:46])[CH2:39][CH2:38]1, predict the reaction product. The product is: [Cl:1][C:2]1[CH:7]=[C:6]([N:8]2[CH2:13][CH2:12][O:11][CH2:10][CH2:9]2)[CH:5]=[CH:4][C:3]=1[S:14]([C@H:17]1[CH2:21][N:20]([C:22]([C:24]2([C:27]3[CH:28]=[CH:29][C:30]([Cl:33])=[CH:31][CH:32]=3)[CH2:25][CH2:26]2)=[O:23])[C@H:19]([C:34]([NH:47][C@@H:43]([CH2:44][CH2:45][CH3:46])[C:42](=[O:48])[C:41]([NH:40][CH:37]2[CH2:39][CH2:38]2)=[O:49])=[O:35])[CH2:18]1)(=[O:15])=[O:16]. (3) The product is: [CH2:1]([C:3]1[CH:9]=[CH:8][C:6]([N:7]2[C:11]([C:12]([O:14][CH2:15][CH3:16])=[O:13])=[CH:35][N:34]=[CH:33]2)=[CH:5][CH:4]=1)[CH3:2]. Given the reactants [CH2:1]([C:3]1[CH:9]=[CH:8][C:6]([NH2:7])=[CH:5][CH:4]=1)[CH3:2].O=[CH:11][C:12]([O:14][CH2:15][CH3:16])=[O:13].C(=O)([O-])[O-].[K+].[K+].CC1C=CC(S([CH2:33][N+:34]#[C-:35])(=O)=O)=CC=1, predict the reaction product. (4) Given the reactants [CH2:1]([NH:8][C@@H:9]1[CH2:14][CH2:13][CH2:12][CH2:11][C@@H:10]1[NH:15][CH2:16][C:17]1[CH:22]=[CH:21][CH:20]=[CH:19][CH:18]=1)[C:2]1[CH:7]=[CH:6][CH:5]=[CH:4][CH:3]=1.N[C@@H]1CCCC[C@@H]1N.C(=O)C1C=CC=CC=1, predict the reaction product. The product is: [CH2:1]([NH:8][C@@H:9]1[CH2:14][CH2:13][CH2:12][CH2:11][C@H:10]1[NH:15][CH2:16][C:17]1[CH:22]=[CH:21][CH:20]=[CH:19][CH:18]=1)[C:2]1[CH:3]=[CH:4][CH:5]=[CH:6][CH:7]=1. (5) Given the reactants Br[CH2:2][CH2:3][O:4][C:5]1[C:10]([CH3:11])=[CH:9][C:8]([C:12]2[NH:21][C:20](=[O:22])[C:19]3[C:14](=[CH:15][C:16]([O:25][CH3:26])=[CH:17][C:18]=3[O:23][CH3:24])[N:13]=2)=[CH:7][C:6]=1[CH3:27].[C:28]([N:31]1[CH2:36][CH2:35][NH:34][CH2:33][CH2:32]1)(=[O:30])[CH3:29], predict the reaction product. The product is: [C:28]([N:31]1[CH2:36][CH2:35][N:34]([CH2:2][CH2:3][O:4][C:5]2[C:10]([CH3:11])=[CH:9][C:8]([C:12]3[NH:21][C:20](=[O:22])[C:19]4[C:14](=[CH:15][C:16]([O:25][CH3:26])=[CH:17][C:18]=4[O:23][CH3:24])[N:13]=3)=[CH:7][C:6]=2[CH3:27])[CH2:33][CH2:32]1)(=[O:30])[CH3:29]. (6) Given the reactants [CH3:1][O:2][C:3]1[CH:4]=[C:5](B(O)O)[CH:6]=[CH:7][C:8]=1[O:9][CH3:10].I[C:15]1[C:23]2[C:18](=[N:19][CH:20]=[N:21][C:22]=2[NH2:24])[N:17]([CH:25]([CH3:27])[CH3:26])[N:16]=1.C([O-])([O-])=O.[Na+].[Na+], predict the reaction product. The product is: [CH:25]([N:17]1[C:18]2=[N:19][CH:20]=[N:21][C:22]([NH2:24])=[C:23]2[C:15]([C:5]2[CH:6]=[CH:7][C:8]([O:9][CH3:10])=[C:3]([O:2][CH3:1])[CH:4]=2)=[N:16]1)([CH3:27])[CH3:26]. (7) Given the reactants [CH3:1][C:2]1[CH:43]=[CH:42][C:5]([C:6]([O:8][C@H:9]2[C:13]([Cl:15])([Cl:14])[CH:12]([N:16]3[CH:21]=[CH:20][C:19]([NH:22]C(=O)C4C=CC=CC=4)=[N:18][C:17]3=[O:31])[O:11][C@@H:10]2[CH2:32][O:33][C:34](=[O:41])[C:35]2[CH:40]=[CH:39][CH:38]=[CH:37][CH:36]=2)=[O:7])=[CH:4][CH:3]=1.[C:44](O)(=O)C, predict the reaction product. The product is: [CH3:1][C:2]1[CH:43]=[CH:42][C:5]([C:6]([O:8][C@H:9]2[C:13]([Cl:14])([Cl:15])[CH:12]([N:16]3[CH:21]=[CH:20][C:19]([NH2:22])=[N:18][C:17]3=[O:31])[O:11][C@@H:10]2[CH2:32][O:33][C:34](=[O:41])[C:35]2[CH:36]=[CH:37][C:38]([CH3:44])=[CH:39][CH:40]=2)=[O:7])=[CH:4][CH:3]=1. (8) Given the reactants C(OC(=O)[NH:7][C:8]1[N:9]([CH3:26])[C:10](=[O:25])[C:11]([CH3:24])([CH3:23])[C@:12]([C:15]2[CH:20]=[C:19]([NH2:21])[CH:18]=[CH:17][C:16]=2[F:22])([CH3:14])[N:13]=1)(C)(C)C.[CH3:28][C:29]1([C:32](O)=[O:33])[CH2:31][CH2:30]1, predict the reaction product. The product is: [NH2:7][C:8]1[N:9]([CH3:26])[C:10](=[O:25])[C:11]([CH3:24])([CH3:23])[C@:12]([C:15]2[CH:20]=[C:19]([NH:21][C:32]([C:29]3([CH3:28])[CH2:31][CH2:30]3)=[O:33])[CH:18]=[CH:17][C:16]=2[F:22])([CH3:14])[N:13]=1.